From a dataset of Catalyst prediction with 721,799 reactions and 888 catalyst types from USPTO. Predict which catalyst facilitates the given reaction. (1) Reactant: [NH2:1][C:2]1[CH:7]=[N:6][CH:5]=[C:4](Cl)[N:3]=1.[F:9][C:10]1[CH:11]=[C:12](B(O)O)[CH:13]=[CH:14][CH:15]=1.C(=O)([O-])[O-].[Na+].[Na+]. Product: [F:9][C:10]1[CH:15]=[C:14]([C:4]2[N:3]=[C:2]([NH2:1])[CH:7]=[N:6][CH:5]=2)[CH:13]=[CH:12][CH:11]=1. The catalyst class is: 335. (2) Reactant: [N:1]([C:4]1[CH:5]=[C:6]2[C:11](=[O:12])[N:10]3[CH2:13][CH2:14][N:15]([C:16]([C:18]4[C:19]([CH3:23])=[N:20][O:21][CH:22]=4)=[O:17])[C:9]3([C:24]3[CH:29]=[CH:28][C:27]([O:30][CH3:31])=[CH:26][CH:25]=3)[CH2:8][N:7]2[CH:32]=1)=[N+:2]=[N-:3].[C:33]([Si:35]([CH3:38])([CH3:37])[CH3:36])#[CH:34].C(N(C(C)C)C(C)C)C.[NH4+].[Cl-].N. Product: [CH3:31][O:30][C:27]1[CH:28]=[CH:29][C:24]([C:9]23[N:15]([C:16]([C:18]4[C:19]([CH3:23])=[N:20][O:21][CH:22]=4)=[O:17])[CH2:14][CH2:13][N:10]2[C:11](=[O:12])[C:6]2[N:7]([CH:32]=[C:4]([N:1]4[CH:34]=[C:33]([Si:35]([CH3:38])([CH3:37])[CH3:36])[N:3]=[N:2]4)[CH:5]=2)[CH2:8]3)=[CH:25][CH:26]=1. The catalyst class is: 870.